Dataset: Forward reaction prediction with 1.9M reactions from USPTO patents (1976-2016). Task: Predict the product of the given reaction. Given the reactants [CH3:1][S:2][C:3]1[NH:4][C:5](=[O:22])[C:6]([O:14][CH2:15][C:16]2[CH:21]=[CH:20][CH:19]=[CH:18][CH:17]=2)=[C:7]([C:9]([O:11][CH2:12][CH3:13])=[O:10])[N:8]=1.C([O-])([O-])=O.[Cs+].[Cs+].Br[CH2:30][CH:31]=[CH2:32], predict the reaction product. The product is: [CH2:32]([O:22][C:5]1[N:4]=[C:3]([S:2][CH3:1])[N:8]=[C:7]([C:9]([O:11][CH2:12][CH3:13])=[O:10])[C:6]=1[O:14][CH2:15][C:16]1[CH:17]=[CH:18][CH:19]=[CH:20][CH:21]=1)[CH:31]=[CH2:30].